Dataset: Reaction yield outcomes from USPTO patents with 853,638 reactions. Task: Predict the reaction yield, written as a fraction of the theoretical maximum amount of product (1.0 means a 100% yield; for example, 0.34 means a 34% yield). (1) The catalyst is C1COCC1. The product is [CH:4]1[C:5]2[C:6](=[CH:7][CH:8]=[CH:9][CH:10]=2)[CH:16]=[CH:15][N:3]=1. The reactants are C([N:3]([CH2:15][CH3:16])[C:4](=O)[C:5]1[CH:10]=[CH:9][C:8](OC)=[CH:7][C:6]=1C)C.[Li]CCCC.C(OC(C1SC=CN=1)=O)C. The yield is 0.450. (2) The reactants are C[O:2][C:3]1[CH:8]=[CH:7][C:6]([C:9]2[CH:10]=[C:11]([C:14]3[CH:19]=[CH:18][CH:17]=[C:16]([O:20]C)[CH:15]=3)[S:12][CH:13]=2)=[CH:5][CH:4]=1. The catalyst is CCCCCC.C(OCC)(=O)C. The product is [OH:2][C:3]1[CH:8]=[CH:7][C:6]([C:9]2[CH:10]=[C:11]([C:14]3[CH:15]=[C:16]([OH:20])[CH:17]=[CH:18][CH:19]=3)[S:12][CH:13]=2)=[CH:5][CH:4]=1. The yield is 0.850. (3) The reactants are [CH:1]1([CH:7]=[C:8]2[CH2:13][CH2:12][O:11][C:9]2=[O:10])[CH2:6][CH2:5][CH2:4][CH2:3][CH2:2]1.[BH4-].[Na+]. The catalyst is [Ni](Cl)Cl.CO. The product is [CH:1]1([CH2:7][CH:8]2[CH2:13][CH2:12][O:11][C:9]2=[O:10])[CH2:2][CH2:3][CH2:4][CH2:5][CH2:6]1. The yield is 0.770. (4) The reactants are [BH4-].[Na+].[Br:3][C:4]1[CH:17]=[CH:16][C:7]([O:8][CH:9]2[CH2:14][CH2:13][C:12](=[O:15])[CH2:11][CH2:10]2)=[CH:6][CH:5]=1. The catalyst is C(O)C. The product is [Br:3][C:4]1[CH:5]=[CH:6][C:7]([O:8][CH:9]2[CH2:10][CH2:11][CH:12]([OH:15])[CH2:13][CH2:14]2)=[CH:16][CH:17]=1. The yield is 0.720. (5) The reactants are [C:1]([C:4]1([C:7]([O:9]CC)=O)[CH2:6][CH2:5]1)(=[O:3])[CH3:2].BrBr.[CH2:14]([NH2:21])[C:15]1[CH:20]=[CH:19][CH:18]=[CH:17][CH:16]=1. The catalyst is CCO. The product is [C:15]1([CH2:14][N:21]2[CH2:2][C:1](=[O:3])[C:4]3([CH2:5][CH2:6]3)[C:7]2=[O:9])[CH:20]=[CH:19][CH:18]=[CH:17][CH:16]=1. The yield is 0.260. (6) The reactants are [CH:1]1([C:4]2[N:8]([C:9]([O:11][C:12]([CH3:15])([CH3:14])[CH3:13])=[O:10])[C:7]3[CH:16]=[C:17]([C:26]4[C:27]([CH3:32])=[N:28][O:29][C:30]=4[CH3:31])[CH:18]=[C:19]([CH:20]([OH:25])[CH:21]4[CH2:24][CH2:23][O:22]4)[C:6]=3[N:5]=2)[CH2:3][CH2:2]1.CC(OI1(OC(C)=O)(OC(C)=O)OC(=O)C2C=CC=CC1=2)=O. No catalyst specified. The product is [CH:1]1([C:4]2[N:8]([C:9]([O:11][C:12]([CH3:13])([CH3:14])[CH3:15])=[O:10])[C:7]3[CH:16]=[C:17]([C:26]4[C:27]([CH3:32])=[N:28][O:29][C:30]=4[CH3:31])[CH:18]=[C:19]([C:20]([CH:21]4[CH2:24][CH2:23][O:22]4)=[O:25])[C:6]=3[N:5]=2)[CH2:3][CH2:2]1. The yield is 0.630. (7) The reactants are CC1(C)[O:6][CH:5]([CH2:7][CH2:8][CH2:9][CH2:10][N:11]2[C:19](=[O:20])[C:18]3[N:17]([CH3:21])[CH:16]=[N:15][C:14]=3[N:13]([CH3:22])[C:12]2=[O:23])[CH2:4][O:3]1.C12(CS(O)(=O)=O)C(C)(C)C(CC1)CC2=O. The catalyst is CO. The product is [OH:6][CH:5]([CH2:4][OH:3])[CH2:7][CH2:8][CH2:9][CH2:10][N:11]1[C:19](=[O:20])[C:18]2[N:17]([CH3:21])[CH:16]=[N:15][C:14]=2[N:13]([CH3:22])[C:12]1=[O:23]. The yield is 0.680. (8) The reactants are [CH3:1][C:2]1[O:6][N:5]=[C:4]([C:7]2[CH:12]=[CH:11][N:10]=[CH:9][CH:8]=2)[C:3]=1[CH2:13][O:14][C:15]1[CH:23]=[CH:22][C:18]([C:19]([OH:21])=O)=[CH:17][N:16]=1.COC(=O)C1C=CC(OCC2C(C3C=CC=C(F)C=3)=NOC=2C)=NC=1.[F:49][C:50]([F:54])([F:53])[CH2:51][NH2:52]. No catalyst specified. The product is [CH3:1][C:2]1[O:6][N:5]=[C:4]([C:7]2[CH:8]=[CH:9][N:10]=[CH:11][CH:12]=2)[C:3]=1[CH2:13][O:14][C:15]1[CH:23]=[CH:22][C:18]([C:19]([NH:52][CH2:51][C:50]([F:54])([F:53])[F:49])=[O:21])=[CH:17][N:16]=1. The yield is 0.140. (9) The reactants are C(OC([NH:8][S:9]([NH:12][C:13]1[CH:18]=[CH:17][CH:16]=[C:15]([C:19]2[N:24]=[C:23]([C:25]3[CH:30]=[C:29]([C:31]4[CH:36]=[CH:35][C:34]([C:37]([F:40])([F:39])[F:38])=[CH:33][CH:32]=4)[CH:28]=[C:27]([CH3:41])[N:26]=3)[CH:22]=[CH:21][CH:20]=2)[CH:14]=1)(=[O:11])=[O:10])=O)(C)(C)C.C(O)(C(F)(F)F)=O. No catalyst specified. The product is [CH3:41][C:27]1[N:26]=[C:25]([C:23]2[CH:22]=[CH:21][CH:20]=[C:19]([C:15]3[CH:14]=[C:13]([NH:12][S:9]([NH2:8])(=[O:10])=[O:11])[CH:18]=[CH:17][CH:16]=3)[N:24]=2)[CH:30]=[C:29]([C:31]2[CH:36]=[CH:35][C:34]([C:37]([F:40])([F:38])[F:39])=[CH:33][CH:32]=2)[CH:28]=1. The yield is 0.980.